From a dataset of Forward reaction prediction with 1.9M reactions from USPTO patents (1976-2016). Predict the product of the given reaction. Given the reactants [CH2:1]([S:3]([C:5]1[CH:13]=[C:12]([N:14]2[CH2:19][CH2:18][O:17][CH2:16][CH2:15]2)[CH:11]=[C:10]([CH3:20])[C:6]=1[C:7]([NH2:9])=[O:8])=[O:4])[CH3:2].[OH-].[Na+].[Cl:23][C:24]1[CH:31]=[CH:30][C:27]([CH2:28]Br)=[CH:26][CH:25]=1, predict the reaction product. The product is: [Cl:23][C:24]1[CH:31]=[CH:30][C:27]([CH2:28][NH:9][C:7](=[O:8])[C:6]2[C:10]([CH3:20])=[CH:11][C:12]([N:14]3[CH2:15][CH2:16][O:17][CH2:18][CH2:19]3)=[CH:13][C:5]=2[S:3]([CH2:1][CH3:2])=[O:4])=[CH:26][CH:25]=1.